From a dataset of Full USPTO retrosynthesis dataset with 1.9M reactions from patents (1976-2016). Predict the reactants needed to synthesize the given product. (1) The reactants are: [Cl:1][C:2]1[CH:3]=[CH:4][C:5]([CH2:8][O:9][C:10]2[CH:15]=[CH:14][NH:13][C:12](=[O:16])[CH:11]=2)=[N:6][CH:7]=1.Br[C:18]1[CH:23]=[CH:22][C:21]2[C:24]3[CH2:25][N:26]([C:31]([O:33][C:34]([CH3:37])([CH3:36])[CH3:35])=[O:32])[CH2:27][CH2:28][C:29]=3[O:30][C:20]=2[CH:19]=1.C([O-])([O-])=O.[Cs+].[Cs+].CN[C@@H]1CCCC[C@H]1NC. Given the product [Cl:1][C:2]1[CH:3]=[CH:4][C:5]([CH2:8][O:9][C:10]2[CH:15]=[CH:14][N:13]([C:18]3[CH:23]=[CH:22][C:21]4[C:24]5[CH2:25][N:26]([C:31]([O:33][C:34]([CH3:37])([CH3:36])[CH3:35])=[O:32])[CH2:27][CH2:28][C:29]=5[O:30][C:20]=4[CH:19]=3)[C:12](=[O:16])[CH:11]=2)=[N:6][CH:7]=1, predict the reactants needed to synthesize it. (2) Given the product [CH3:1][O:2][C:3]([CH:5]1[CH2:7][N:6]([S:8]([CH:11]([CH3:12])[CH3:13])(=[O:9])=[O:10])[C:24](=[O:25])[N:23]1[C:18]1[CH:19]=[CH:20][CH:21]=[CH:22][C:17]=1[Cl:16])=[O:4], predict the reactants needed to synthesize it. The reactants are: [CH3:1][O:2][C:3]([CH:5]1[CH2:7][N:6]1[S:8]([CH:11]([CH3:13])[CH3:12])(=[O:10])=[O:9])=[O:4].[I-].[Na+].[Cl:16][C:17]1[CH:22]=[CH:21][CH:20]=[CH:19][C:18]=1[N:23]=[C:24]=[O:25].